From a dataset of Catalyst prediction with 721,799 reactions and 888 catalyst types from USPTO. Predict which catalyst facilitates the given reaction. (1) Reactant: [F:1][C:2]1[CH:3]=[C:4]([CH:8]=[C:9]([OH:11])[CH:10]=1)[C:5](O)=[O:6].[Cl-].C[NH3+].[CH2:15]([N:17](CC)CC)C.C1(N=C=NC2CCCCC2)CCCCC1. Product: [F:1][C:2]1[CH:3]=[C:4]([CH:8]=[C:9]([OH:11])[CH:10]=1)[C:5]([NH:17][CH3:15])=[O:6]. The catalyst class is: 59. (2) Reactant: C(O[C:6]([NH:8][CH2:9][C:10]1[CH:11]=[CH:12][C:13]([Cl:19])=[C:14]([CH:18]=1)[C:15]([OH:17])=O)=[O:7])(C)(C)C.Cl[C:21](N(C)C)=[C:22]([CH3:24])[CH3:23].[NH2:28][C:29]1[CH:30]=[C:31]([F:39])[C:32]([F:38])=[C:33]([CH:37]=1)[C:34]([OH:36])=[O:35].CC1C(O)=C(C=O)C(COP(O)(O)=O)=CN=1.O. Product: [Cl:19][C:13]1[CH:12]=[CH:11][C:10]([CH2:9][NH:8][C:6]([C:22]([CH3:21])([CH3:23])[CH3:24])=[O:7])=[CH:18][C:14]=1[C:15]([NH:28][C:29]1[CH:30]=[C:31]([F:39])[C:32]([F:38])=[C:33]([CH:37]=1)[C:34]([OH:36])=[O:35])=[O:17]. The catalyst class is: 1. (3) The catalyst class is: 66. Product: [CH2:20]([C:21]1[O:18][C:5]2[C:6]([C:8](=[O:17])[C:9]=1[C:10]1[CH:15]=[CH:14][CH:13]=[C:12]([F:16])[CH:11]=1)=[CH:7][C:2]([F:1])=[CH:3][CH:4]=2)[CH3:19]. Reactant: [F:1][C:2]1[CH:3]=[CH:4][C:5]([OH:18])=[C:6]([C:8](=[O:17])[CH2:9][C:10]2[CH:15]=[CH:14][CH:13]=[C:12]([F:16])[CH:11]=2)[CH:7]=1.[C:19](OC(=O)CC)(=O)[CH2:20][CH3:21].Cl. (4) Reactant: [N+:1]([C:4]1[CH:12]=[CH:11][CH:10]=[C:9]2[C:5]=1[CH2:6][C:7](=[O:13])[NH:8]2)([O-:3])=[O:2].[H-].[Na+].Br[CH2:17][C:18]([O:20][CH2:21][CH3:22])=[O:19]. Product: [N+:1]([C:4]1[CH:12]=[CH:11][CH:10]=[C:9]2[C:5]=1[CH:6]([CH2:17][C:18]([O:20][CH2:21][CH3:22])=[O:19])[C:7](=[O:13])[NH:8]2)([O-:3])=[O:2]. The catalyst class is: 3. (5) Reactant: [Cl:1][C:2]1[CH:7]=[C:6]([Cl:8])[CH:5]=[CH:4][C:3]=1[C:9]1[C:10]([N+:16]([O-:18])=[O:17])=[N:11][CH:12]=[C:13](Br)[N:14]=1.[NH2:19][CH2:20][CH2:21][NH:22][C:23]1[N:28]=[CH:27][C:26]([C:29]#N)=[CH:25][CH:24]=1.[CH:31](N(C(C)C)CC)(C)C. Product: [Cl:1][C:2]1[CH:7]=[C:6]([Cl:8])[CH:5]=[CH:4][C:3]=1[C:9]1[N:14]=[C:13]([NH:19][CH2:20][CH2:21][NH:22][C:23]2[CH:24]=[CH:25][C:26]([C:27]#[N:28])=[CH:29][CH:31]=2)[CH:12]=[N:11][C:10]=1[N+:16]([O-:18])=[O:17]. The catalyst class is: 3. (6) Reactant: [CH:1]([C:3]1[NH:4][C:5]2[CH2:6][CH2:7][CH2:8][CH2:9][C:10]=2[C:11]=1[CH2:12][CH2:13][C:14]([OH:16])=[O:15])=O.[NH:17]1[C:25]2[C:20](=[CH:21][CH:22]=[CH:23][CH:24]=2)[CH2:19][C:18]1=[O:26].N1CCCCC1.N1CCCC1. Product: [O:26]=[C:18]1[C:19](=[CH:1][C:3]2[NH:4][C:5]3[CH2:6][CH2:7][CH2:8][CH2:9][C:10]=3[C:11]=2[CH2:12][CH2:13][C:14]([OH:16])=[O:15])[C:20]2[C:25](=[CH:24][CH:23]=[CH:22][CH:21]=2)[NH:17]1. The catalyst class is: 212. (7) Reactant: [NH2:1][C:2]1[C:3]([NH:8][CH2:9][C:10]([O:12][CH2:13][CH3:14])=[O:11])=[N:4][CH:5]=[CH:6][CH:7]=1.C1N=CN([C:20](N2C=NC=C2)=[O:21])C=1. Product: [O:21]=[C:20]1[N:8]([CH2:9][C:10]([O:12][CH2:13][CH3:14])=[O:11])[C:3]2=[N:4][CH:5]=[CH:6][CH:7]=[C:2]2[NH:1]1. The catalyst class is: 1.